Dataset: Full USPTO retrosynthesis dataset with 1.9M reactions from patents (1976-2016). Task: Predict the reactants needed to synthesize the given product. The reactants are: Br[C:2]1[C:3]([O:22][CH3:23])=[C:4]([C:18]([O:20][CH3:21])=[O:19])[C:5]2[N:6]=[C:7]([C:12]3[CH:17]=[CH:16][CH:15]=[CH:14][CH:13]=3)[CH:8]=[N:9][C:10]=2[CH:11]=1.[C:24]1(B(O)O)[CH:29]=[CH:28][CH:27]=[CH:26][CH:25]=1.C(=O)([O-])[O-].[K+].[K+]. Given the product [CH3:23][O:22][C:3]1[C:2]([C:24]2[CH:29]=[CH:28][CH:27]=[CH:26][CH:25]=2)=[CH:11][C:10]2[N:9]=[CH:8][C:7]([C:12]3[CH:17]=[CH:16][CH:15]=[CH:14][CH:13]=3)=[N:6][C:5]=2[C:4]=1[C:18]([O:20][CH3:21])=[O:19], predict the reactants needed to synthesize it.